Task: Predict which catalyst facilitates the given reaction.. Dataset: Catalyst prediction with 721,799 reactions and 888 catalyst types from USPTO The catalyst class is: 41. Reactant: [CH2:1]([NH2:11])[CH2:2][CH2:3][CH2:4][CH2:5][CH2:6][CH2:7][CH2:8][CH2:9][CH3:10].Cl[C:13]1[C:22]2[C:17](=[CH:18][C:19]([F:23])=[CH:20][CH:21]=2)[N:16]=[CH:15][N:14]=1. Product: [CH2:1]([NH:11][C:13]1[C:22]2[C:17](=[CH:18][C:19]([F:23])=[CH:20][CH:21]=2)[N:16]=[CH:15][N:14]=1)[CH2:2][CH2:3][CH2:4][CH2:5][CH2:6][CH2:7][CH2:8][CH2:9][CH3:10].